This data is from Forward reaction prediction with 1.9M reactions from USPTO patents (1976-2016). The task is: Predict the product of the given reaction. (1) Given the reactants [C:1]1([CH:8]=[CH:7][CH:6]=[C:4]([OH:5])[CH:3]=1)[OH:2].[OH2:9], predict the reaction product. The product is: [C:7]([C:6]1[CH:7]=[CH:8][C:1]([OH:2])=[CH:3][C:4]=1[OH:5])(=[O:9])[CH2:8][CH2:1][CH2:3][CH2:4][CH3:6]. (2) Given the reactants C(=O)([O-])[O-].[Cs+].[Cs+].[NH2:7][C:8]1[N:13]=[C:12]([S:14][CH2:15][C:16]2[CH:21]=[CH:20][CH:19]=[CH:18][CH:17]=2)[N:11]=[C:10]([C:22]2[C:23]([Cl:30])=[CH:24][C:25]([Cl:29])=[C:26]([OH:28])[CH:27]=2)[N:9]=1.Br[CH2:32][C:33]#[N:34], predict the reaction product. The product is: [NH2:7][C:8]1[N:13]=[C:12]([S:14][CH2:15][C:16]2[CH:17]=[CH:18][CH:19]=[CH:20][CH:21]=2)[N:11]=[C:10]([C:22]2[C:23]([Cl:30])=[CH:24][C:25]([Cl:29])=[C:26]([CH:27]=2)[O:28][CH2:32][C:33]#[N:34])[N:9]=1. (3) Given the reactants [Cl:1][C:2]1[C:34]([CH3:35])=[CH:33][C:5]([O:6][CH2:7][CH2:8][CH2:9][C:10]2[C:18]3[C:13](=[C:14](B4OC(C)(C)C(C)(C)O4)[CH:15]=[CH:16][CH:17]=3)[NH:12][C:11]=2[C:28]([O:30][CH2:31][CH3:32])=[O:29])=[CH:4][C:3]=1[CH3:36].Br[C:38]1[C:39]([CH3:47])=[CH:40][C:41]2[N:42]([CH:44]=[CH:45][N:46]=2)[CH:43]=1, predict the reaction product. The product is: [Cl:1][C:2]1[C:34]([CH3:35])=[CH:33][C:5]([O:6][CH2:7][CH2:8][CH2:9][C:10]2[C:18]3[C:13](=[C:14]([C:38]4[C:39]([CH3:47])=[CH:40][C:41]5[N:42]([CH:44]=[CH:45][N:46]=5)[CH:43]=4)[CH:15]=[CH:16][CH:17]=3)[NH:12][C:11]=2[C:28]([O:30][CH2:31][CH3:32])=[O:29])=[CH:4][C:3]=1[CH3:36]. (4) The product is: [Cl:1][CH2:2][C:3](=[O:8])[CH2:4][C:5]([C:10]1[C:11]([CH3:16])=[CH:12][C:13]([CH3:15])=[CH:14][C:9]=1[CH3:17])=[O:6]. Given the reactants [Cl:1][CH2:2][C:3](=[O:8])[CH2:4][C:5](Cl)=[O:6].[C:9]1([CH3:17])[CH:14]=[C:13]([CH3:15])[CH:12]=[C:11]([CH3:16])[CH:10]=1, predict the reaction product. (5) Given the reactants Cl[C:2]1[CH:9]=[C:8]([NH:10][C@@H:11]([C:16]2[CH:21]=[CH:20][CH:19]=[CH:18][CH:17]=2)[C@H:12]([OH:15])[CH2:13][OH:14])[C:5]([C:6]#[N:7])=[CH:4][N:3]=1.[S:22]1[C:26]2[CH:27]=[C:28]([NH2:31])[CH:29]=[CH:30][C:25]=2[N:24]=[CH:23]1.CN1C(=O)CCC1, predict the reaction product. The product is: [S:22]1[C:26]2[CH:27]=[C:28]([NH:31][C:2]3[CH:9]=[C:8]([NH:10][C@@H:11]([C:16]4[CH:21]=[CH:20][CH:19]=[CH:18][CH:17]=4)[C@H:12]([OH:15])[CH2:13][OH:14])[C:5]([C:6]#[N:7])=[CH:4][N:3]=3)[CH:29]=[CH:30][C:25]=2[N:24]=[CH:23]1.